Dataset: Reaction yield outcomes from USPTO patents with 853,638 reactions. Task: Predict the reaction yield, written as a fraction of the theoretical maximum amount of product (1.0 means a 100% yield; for example, 0.34 means a 34% yield). (1) The reactants are [Cl:1][C:2]1[CH:10]=[C:9]2[C:5]([CH:6]=[C:7]([C:11](=[O:29])[NH:12][CH:13]([C:18]3[CH:23]=[CH:22][C:21]([F:24])=[C:20]([C:25]([F:28])([F:27])[F:26])[CH:19]=3)[C:14]([F:17])([F:16])[F:15])[NH:8]2)=[CH:4][C:3]=1[C:30]([O:32][CH2:33][CH3:34])=[O:31].[H-].[Na+].I[CH2:38][CH3:39].O. The catalyst is CN(C)C=O.C(OCC)(=O)C. The product is [Cl:1][C:2]1[CH:10]=[C:9]2[C:5]([CH:6]=[C:7]([C:11](=[O:29])[NH:12][CH:13]([C:18]3[CH:23]=[CH:22][C:21]([F:24])=[C:20]([C:25]([F:26])([F:27])[F:28])[CH:19]=3)[C:14]([F:16])([F:15])[F:17])[N:8]2[CH2:38][CH3:39])=[CH:4][C:3]=1[C:30]([O:32][CH2:33][CH3:34])=[O:31]. The yield is 0.530. (2) The reactants are FC(F)(F)S(O[C:7]1[CH:30]=[CH:29][C:10]2[CH2:11][C@@:12]3([CH3:28])[C@H:17]([C:18]4([CH2:22][O:21][C:20](/[N:23]=C/N(C)C)=[N:19]4)[C:9]=2[CH:8]=1)[CH2:16][O:15][CH2:14][CH2:13]3)(=O)=O.ClC1C=C(C2C=CC3C[C@@]4(C)[C@H](C5(COC(N)=N5)C=3C=2)COCC4)C=NC=1.[F:60][C:61]1[C:66](B(O)O)=[CH:65][CH:64]=[CH:63][N:62]=1. No catalyst specified. The product is [F:60][C:61]1[C:66]([C:7]2[CH:30]=[CH:29][C:10]3[CH2:11][C@@:12]4([CH3:28])[C@H:17]([C:18]5([CH2:22][O:21][C:20]([NH2:23])=[N:19]5)[C:9]=3[CH:8]=2)[CH2:16][O:15][CH2:14][CH2:13]4)=[CH:65][CH:64]=[CH:63][N:62]=1. The yield is 0.480. (3) The reactants are C(=O)([O-])[O-].[K+].[K+].[C:7]([B-](F)(F)F)([CH3:9])=[CH2:8].[K+].Br[C:16]1[C:17]([O:25][CH3:26])=[N:18][CH:19]=[C:20]([N+:22]([O-])=O)[CH:21]=1.[H][H]. The catalyst is O1CCOCC1.O.[Pd].[Pd](Cl)Cl.C(P(C(C)(C)C)C1C=CC(N(C)C)=CC=1)(C)(C)C.C(P(C(C)(C)C)C1C=CC(N(C)C)=CC=1)(C)(C)C.CO. The product is [CH:7]([C:16]1[CH:21]=[C:20]([NH2:22])[CH:19]=[N:18][C:17]=1[O:25][CH3:26])([CH3:9])[CH3:8]. The yield is 1.00. (4) The reactants are [CH3:1][O:2][C:3]1[CH:4]=[CH:5][C:6]2[CH2:12][CH2:11][C:10](=[O:13])[CH2:9][CH2:8][C:7]=2[CH:14]=1.FC(F)(F)C(OC(=O)C(F)(F)F)=O.[N+:28]([O-])([O-:30])=[O:29].[K+]. The catalyst is C(#N)C. The product is [CH3:1][O:2][C:3]1[C:4]([N+:28]([O-:30])=[O:29])=[CH:5][C:6]2[CH2:12][CH2:11][C:10](=[O:13])[CH2:9][CH2:8][C:7]=2[CH:14]=1. The yield is 0.490.